Dataset: Reaction yield outcomes from USPTO patents with 853,638 reactions. Task: Predict the reaction yield, written as a fraction of the theoretical maximum amount of product (1.0 means a 100% yield; for example, 0.34 means a 34% yield). The reactants are [CH2:1]1CCC(N=C=NC2CCCCC2)C[CH2:2]1.[C:16]1([CH2:22][CH2:23][CH:24]=[CH:25][C:26]([OH:28])=[O:27])[CH:21]=[CH:20][CH:19]=[CH:18][CH:17]=1.CCCCCC. The catalyst is CN(C1C=CN=CC=1)C.CCO.C1COCC1. The product is [CH2:1]([O:27][C:26](=[O:28])[CH:25]=[CH:24][CH2:23][CH2:22][C:16]1[CH:21]=[CH:20][CH:19]=[CH:18][CH:17]=1)[CH3:2]. The yield is 0.610.